Dataset: Full USPTO retrosynthesis dataset with 1.9M reactions from patents (1976-2016). Task: Predict the reactants needed to synthesize the given product. Given the product [Cl:21][C:19]1[CH:18]=[CH:17][C:16]([S:22]([NH:13][C:11]2[CH:12]=[C:3]([O:2][CH3:1])[CH:4]=[C:5]3[C:10]=2[N:9]=[CH:8][CH:7]=[CH:6]3)(=[O:23])=[O:24])=[C:15]([F:14])[CH:20]=1, predict the reactants needed to synthesize it. The reactants are: [CH3:1][O:2][C:3]1[CH:4]=[C:5]2[C:10](=[C:11]([NH2:13])[CH:12]=1)[N:9]=[CH:8][CH:7]=[CH:6]2.[F:14][C:15]1[CH:20]=[C:19]([Cl:21])[CH:18]=[CH:17][C:16]=1[S:22](Cl)(=[O:24])=[O:23].